Dataset: Reaction yield outcomes from USPTO patents with 853,638 reactions. Task: Predict the reaction yield, written as a fraction of the theoretical maximum amount of product (1.0 means a 100% yield; for example, 0.34 means a 34% yield). (1) The reactants are Cl.[CH3:2][CH:3]([O:5][C:6]1[CH:11]=[CH:10][C:9]([C:12]2[C:16]([CH:17]=[O:18])=[CH:15][NH:14][N:13]=2)=[CH:8][CH:7]=1)[CH3:4].C([O-])([O-])=O.[K+].[K+].Br[CH:26]1[CH2:29][CH2:28][CH2:27]1.O. The catalyst is C(#N)C.CCOC(C)=O. The product is [CH:26]1([N:14]2[CH:15]=[C:16]([CH:17]=[O:18])[C:12]([C:9]3[CH:10]=[CH:11][C:6]([O:5][CH:3]([CH3:2])[CH3:4])=[CH:7][CH:8]=3)=[N:13]2)[CH2:29][CH2:28][CH2:27]1. The yield is 0.710. (2) The reactants are [Cl:1][C:2]1[CH:7]=[CH:6][N:5]=[C:4]2[CH:8]=[CH:9][S:10][C:3]=12.[Li]CCCC.Br[C:17]1[N:22]=[CH:21][C:20]([CH2:23][CH2:24][N:25]([CH2:33][CH2:34][O:35][CH3:36])[C:26](=[O:32])[O:27][C:28]([CH3:31])([CH3:30])[CH3:29])=[CH:19][CH:18]=1. The catalyst is C1COCC1. The product is [Cl:1][C:2]1[CH:7]=[CH:6][N:5]=[C:4]2[CH:8]=[C:9]([C:17]3[N:22]=[CH:21][C:20]([CH2:23][CH2:24][N:25]([CH2:33][CH2:34][O:35][CH3:36])[C:26](=[O:32])[O:27][C:28]([CH3:31])([CH3:29])[CH3:30])=[CH:19][CH:18]=3)[S:10][C:3]=12. The yield is 0.500. (3) The reactants are C([O:8][C@@H:9]1[C@@H:17]([C@:18]([OH:24])([CH3:23])[C:19]([F:22])([F:21])[F:20])[O:16][C@H:15]2[C@H:11]([N:12]=[C:13]([N:25](C)[C:26](=O)OC(C)(C)C)[S:14]2)[C@@H:10]1[F:34])C1C=CC=CC=1.[Si](C(F)(F)F)(C)(C)C.B(Cl)(Cl)Cl. The catalyst is C(Cl)Cl. The product is [F:34][C@H:10]1[C@H:11]2[N:12]=[C:13]([NH:25][CH3:26])[S:14][C@H:15]2[O:16][C@H:17]([C@:18]([OH:24])([CH3:23])[C:19]([F:22])([F:21])[F:20])[C@H:9]1[OH:8]. The yield is 0.770. (4) The catalyst is CN(C=O)C. The product is [Cl:8][C:6]1[C:5]([I:16])=[CH:4][N:3]=[C:2]([NH2:1])[CH:7]=1. The yield is 0.620. The reactants are [NH2:1][C:2]1[CH:7]=[C:6]([Cl:8])[CH:5]=[CH:4][N:3]=1.C1C(=O)N([I:16])C(=O)C1.